From a dataset of Peptide-MHC class II binding affinity with 134,281 pairs from IEDB. Regression. Given a peptide amino acid sequence and an MHC pseudo amino acid sequence, predict their binding affinity value. This is MHC class II binding data. (1) The peptide sequence is LDVVKLLYNEQFAVQ. The MHC is DRB1_1302 with pseudo-sequence DRB1_1302. The binding affinity (normalized) is 0.833. (2) The peptide sequence is YRWMCLRRFIIFLFI. The MHC is DRB1_1302 with pseudo-sequence DRB1_1302. The binding affinity (normalized) is 0.233. (3) The peptide sequence is GELQIWDKIDAAFKI. The MHC is DRB1_0401 with pseudo-sequence DRB1_0401. The binding affinity (normalized) is 0.588. (4) The peptide sequence is KIGIGVLLTWIGLNS. The MHC is DRB1_0404 with pseudo-sequence DRB1_0404. The binding affinity (normalized) is 0.705. (5) The binding affinity (normalized) is 0.534. The peptide sequence is PPHAATIRVLALGNQ. The MHC is DRB1_0801 with pseudo-sequence DRB1_0801. (6) The peptide sequence is NGNATPQLTKNAGVL. The MHC is HLA-DQA10401-DQB10402 with pseudo-sequence HLA-DQA10401-DQB10402. The binding affinity (normalized) is 0.139. (7) The peptide sequence is AEGGKATTEEQKLIE. The MHC is DRB1_1101 with pseudo-sequence DRB1_1101. The binding affinity (normalized) is 0. (8) The peptide sequence is SMEYKKDFLITARKP. The MHC is DRB1_0701 with pseudo-sequence DRB1_0701. The binding affinity (normalized) is 0.385. (9) The peptide sequence is RMAEAEMVIHHQHVQ. The binding affinity (normalized) is 0.580. The MHC is DRB3_0301 with pseudo-sequence DRB3_0301. (10) The peptide sequence is EELRSLYNTVATLY. The MHC is DRB1_0101 with pseudo-sequence DRB1_0101. The binding affinity (normalized) is 0.574.